This data is from Reaction yield outcomes from USPTO patents with 853,638 reactions. The task is: Predict the reaction yield, written as a fraction of the theoretical maximum amount of product (1.0 means a 100% yield; for example, 0.34 means a 34% yield). The reactants are COC1C=C(OC)C=CC=1C[N:6]([C:31]1[CH:36]=[CH:35][N:34]=[CH:33][N:32]=1)[S:7]([C:10]1[CH:15]=[CH:14][C:13]([O:16][C@H:17]2[CH2:23][CH2:22][CH2:21][CH2:20][CH2:19][C@@H:18]2[C:24]2[N:28]([CH3:29])[N:27]=[CH:26][CH:25]=2)=[C:12]([CH3:30])[CH:11]=1)(=[O:9])=[O:8].C([SiH](CC)CC)C.FC(F)(F)C(O)=O. The catalyst is ClCCl. The product is [CH3:30][C:12]1[CH:11]=[C:10]([S:7]([NH:6][C:31]2[CH:36]=[CH:35][N:34]=[CH:33][N:32]=2)(=[O:8])=[O:9])[CH:15]=[CH:14][C:13]=1[O:16][C@H:17]1[CH2:23][CH2:22][CH2:21][CH2:20][CH2:19][C@@H:18]1[C:24]1[N:28]([CH3:29])[N:27]=[CH:26][CH:25]=1. The yield is 0.740.